From a dataset of Forward reaction prediction with 1.9M reactions from USPTO patents (1976-2016). Predict the product of the given reaction. (1) Given the reactants [Cl:1][S:2]([C:5]1[CH:6]=[C:7]([CH:11]=[CH:12][C:13]=1[F:14])[C:8](O)=[O:9])(=[O:4])=[O:3].C(Cl)(=O)C([Cl:18])=O, predict the reaction product. The product is: [Cl:1][S:2]([C:5]1[CH:6]=[C:7]([CH:11]=[CH:12][C:13]=1[F:14])[C:8]([Cl:18])=[O:9])(=[O:4])=[O:3]. (2) Given the reactants [CH3:1][O:2][C:3]1[C:4]([C:14]#[C:15][C:16]2[CH:21]=[CH:20][CH:19]=[CH:18][CH:17]=2)=[C:5]2[C:10](=[CH:11][CH:12]=1)[C:9](=[O:13])[CH2:8][CH2:7][CH2:6]2, predict the reaction product. The product is: [CH3:1][O:2][C:3]1[C:4]([CH2:14][CH2:15][C:16]2[CH:17]=[CH:18][CH:19]=[CH:20][CH:21]=2)=[C:5]2[C:10](=[CH:11][CH:12]=1)[C:9](=[O:13])[CH2:8][CH2:7][CH2:6]2. (3) Given the reactants [CH3:1][C:2]1[CH:3]=[C:4]([C:10](=[O:12])[CH3:11])[CH:5]=[CH:6][C:7]=1[O:8][CH3:9].[F:13][C:14]([F:21])([F:20])[C:15](OCC)=[O:16].C[O-].[Na+].Cl, predict the reaction product. The product is: [F:13][C:14]([F:21])([F:20])[C:15](=[O:16])[CH2:11][C:10]([C:4]1[CH:5]=[CH:6][C:7]([O:8][CH3:9])=[C:2]([CH3:1])[CH:3]=1)=[O:12].